From a dataset of Forward reaction prediction with 1.9M reactions from USPTO patents (1976-2016). Predict the product of the given reaction. (1) Given the reactants [CH3:1][C:2]1([CH3:31])[NH:7][C:6](=[O:8])[C:5]2[S:9][C:10]([N:12]3[C:17]4[CH:18]=[C:19](B5OC(C)(C)C(C)(C)O5)[CH:20]=[CH:21][C:16]=4[O:15][CH2:14][CH2:13]3)=[N:11][C:4]=2[CH2:3]1.P([O-])([O-])([O-])=O.[K+].[K+].[K+].Br[C:41]1[N:45]([CH3:46])[C:44]([CH3:47])=[N:43][CH:42]=1, predict the reaction product. The product is: [CH3:46][N:45]1[C:41]([C:19]2[CH:20]=[CH:21][C:16]3[O:15][CH2:14][CH2:13][N:12]([C:10]4[S:9][C:5]5[C:6](=[O:8])[NH:7][C:2]([CH3:1])([CH3:31])[CH2:3][C:4]=5[N:11]=4)[C:17]=3[CH:18]=2)=[CH:42][N:43]=[C:44]1[CH3:47]. (2) The product is: [F:23][C:20]1[CH:21]=[CH:22][C:17]([N:9]2[CH:10]=[C:11]([C:12]([O:14][CH3:15])=[O:13])[C:7]([C:1]3[CH:2]=[CH:3][CH:4]=[CH:5][CH:6]=3)=[N:8]2)=[N:18][CH:19]=1. Given the reactants [C:1]1([C:7]2[C:11]([C:12]([O:14][CH3:15])=[O:13])=[CH:10][NH:9][N:8]=2)[CH:6]=[CH:5][CH:4]=[CH:3][CH:2]=1.Br[C:17]1[CH:22]=[CH:21][C:20]([F:23])=[CH:19][N:18]=1.CN[C@H]1CCCC[C@@H]1NC.C(=O)([O-])[O-].[K+].[K+].C([O-])(O)=O.[Na+], predict the reaction product.